From a dataset of Full USPTO retrosynthesis dataset with 1.9M reactions from patents (1976-2016). Predict the reactants needed to synthesize the given product. Given the product [OH:37][C:36]1[CH:38]=[C:31]([CH2:30][C@H:26]([NH:25][C:18]([O:20][C:21]([CH3:23])([CH3:24])[CH3:22])=[O:19])[C:27]([O:29][CH2:17][C@H:16]([O:29][C:27](=[O:28])[CH3:26])[CH3:15])=[O:28])[CH:32]=[CH:33][C:34]=1[OH:35], predict the reactants needed to synthesize it. The reactants are: C([N+](C[CH2:15][CH2:16][CH3:17])(CCCC)CCCC)CCC.[C:18]([NH:25][C@@H:26]([CH2:30][C:31]1[CH:38]=[C:36]([OH:37])[C:34]([OH:35])=[CH:33][CH:32]=1)[C:27]([OH:29])=[O:28])([O:20][C:21]([CH3:24])([CH3:23])[CH3:22])=[O:19].